Dataset: Forward reaction prediction with 1.9M reactions from USPTO patents (1976-2016). Task: Predict the product of the given reaction. Given the reactants Cl.[CH2:2]([O:9][C:10]1[CH:15]=[CH:14][C:13]([N:16]([CH2:27][CH2:28][O:29][Si](C(C)(C)C)(C)C)[C:17]([C:19]2[C:20]([Cl:26])=[N:21][CH:22]=[N:23][C:24]=2[Cl:25])=[O:18])=[CH:12][C:11]=1[F:37])[C:3]1[CH:8]=[CH:7][CH:6]=[CH:5][CH:4]=1, predict the reaction product. The product is: [CH2:2]([O:9][C:10]1[CH:15]=[CH:14][C:13]([N:16]([CH2:27][CH2:28][OH:29])[C:17]([C:19]2[C:24]([Cl:25])=[N:23][CH:22]=[N:21][C:20]=2[Cl:26])=[O:18])=[CH:12][C:11]=1[F:37])[C:3]1[CH:8]=[CH:7][CH:6]=[CH:5][CH:4]=1.